From a dataset of Peptide-MHC class I binding affinity with 185,985 pairs from IEDB/IMGT. Regression. Given a peptide amino acid sequence and an MHC pseudo amino acid sequence, predict their binding affinity value. This is MHC class I binding data. The binding affinity (normalized) is 0. The MHC is HLA-A02:02 with pseudo-sequence HLA-A02:02. The peptide sequence is ALYRRIQRR.